This data is from NCI-60 drug combinations with 297,098 pairs across 59 cell lines. The task is: Regression. Given two drug SMILES strings and cell line genomic features, predict the synergy score measuring deviation from expected non-interaction effect. (1) Drug 1: CC1=C(C=C(C=C1)NC2=NC=CC(=N2)N(C)C3=CC4=NN(C(=C4C=C3)C)C)S(=O)(=O)N.Cl. Drug 2: CC1=C2C(C(=O)C3(C(CC4C(C3C(C(C2(C)C)(CC1OC(=O)C(C(C5=CC=CC=C5)NC(=O)C6=CC=CC=C6)O)O)OC(=O)C7=CC=CC=C7)(CO4)OC(=O)C)O)C)OC(=O)C. Cell line: OVCAR-5. Synergy scores: CSS=42.3, Synergy_ZIP=0.635, Synergy_Bliss=2.30, Synergy_Loewe=-47.9, Synergy_HSA=0.806. (2) Cell line: M14. Synergy scores: CSS=10.6, Synergy_ZIP=-1.58, Synergy_Bliss=5.18, Synergy_Loewe=4.66, Synergy_HSA=4.48. Drug 1: COC1=C(C=C2C(=C1)N=CN=C2NC3=CC(=C(C=C3)F)Cl)OCCCN4CCOCC4. Drug 2: CCC1(CC2CC(C3=C(CCN(C2)C1)C4=CC=CC=C4N3)(C5=C(C=C6C(=C5)C78CCN9C7C(C=CC9)(C(C(C8N6C=O)(C(=O)OC)O)OC(=O)C)CC)OC)C(=O)OC)O.OS(=O)(=O)O.